Dataset: NCI-60 drug combinations with 297,098 pairs across 59 cell lines. Task: Regression. Given two drug SMILES strings and cell line genomic features, predict the synergy score measuring deviation from expected non-interaction effect. (1) Cell line: SK-MEL-2. Drug 2: C1C(C(OC1N2C=NC(=NC2=O)N)CO)O. Synergy scores: CSS=38.8, Synergy_ZIP=-8.70, Synergy_Bliss=-5.59, Synergy_Loewe=5.77, Synergy_HSA=4.09. Drug 1: CCN(CC)CCNC(=O)C1=C(NC(=C1C)C=C2C3=C(C=CC(=C3)F)NC2=O)C. (2) Drug 1: COC1=CC(=CC(=C1O)OC)C2C3C(COC3=O)C(C4=CC5=C(C=C24)OCO5)OC6C(C(C7C(O6)COC(O7)C8=CC=CS8)O)O. Drug 2: CC12CCC3C(C1CCC2O)C(CC4=C3C=CC(=C4)O)CCCCCCCCCS(=O)CCCC(C(F)(F)F)(F)F. Cell line: NCI-H460. Synergy scores: CSS=40.1, Synergy_ZIP=1.19, Synergy_Bliss=-0.0795, Synergy_Loewe=-19.6, Synergy_HSA=-0.287.